Task: Regression. Given two drug SMILES strings and cell line genomic features, predict the synergy score measuring deviation from expected non-interaction effect.. Dataset: NCI-60 drug combinations with 297,098 pairs across 59 cell lines (1) Drug 1: C#CCC(CC1=CN=C2C(=N1)C(=NC(=N2)N)N)C3=CC=C(C=C3)C(=O)NC(CCC(=O)O)C(=O)O. Drug 2: C1CC(=O)NC(=O)C1N2C(=O)C3=CC=CC=C3C2=O. Cell line: MOLT-4. Synergy scores: CSS=-0.320, Synergy_ZIP=-0.378, Synergy_Bliss=-1.78, Synergy_Loewe=-2.53, Synergy_HSA=-4.94. (2) Drug 1: CCC1(CC2CC(C3=C(CCN(C2)C1)C4=CC=CC=C4N3)(C5=C(C=C6C(=C5)C78CCN9C7C(C=CC9)(C(C(C8N6C=O)(C(=O)OC)O)OC(=O)C)CC)OC)C(=O)OC)O.OS(=O)(=O)O. Drug 2: CC1=C2C(C(=O)C3(C(CC4C(C3C(C(C2(C)C)(CC1OC(=O)C(C(C5=CC=CC=C5)NC(=O)OC(C)(C)C)O)O)OC(=O)C6=CC=CC=C6)(CO4)OC(=O)C)O)C)O. Cell line: K-562. Synergy scores: CSS=32.3, Synergy_ZIP=1.05, Synergy_Bliss=-2.76, Synergy_Loewe=-27.8, Synergy_HSA=-5.98. (3) Drug 1: C(CC(=O)O)C(=O)CN.Cl. Drug 2: C1CN(CCN1C(=O)CCBr)C(=O)CCBr. Cell line: HCT116. Synergy scores: CSS=40.4, Synergy_ZIP=-7.68, Synergy_Bliss=-3.55, Synergy_Loewe=-3.63, Synergy_HSA=1.26. (4) Drug 1: CC1=C(C(CCC1)(C)C)C=CC(=CC=CC(=CC(=O)O)C)C. Drug 2: C1CN(CCN1C(=O)CCBr)C(=O)CCBr. Cell line: MDA-MB-435. Synergy scores: CSS=10.4, Synergy_ZIP=-3.13, Synergy_Bliss=1.27, Synergy_Loewe=3.56, Synergy_HSA=1.67.